From a dataset of Reaction yield outcomes from USPTO patents with 853,638 reactions. Predict the reaction yield, written as a fraction of the theoretical maximum amount of product (1.0 means a 100% yield; for example, 0.34 means a 34% yield). (1) The reactants are CC([Si](C)(C)[O:6][CH:7]1[CH2:31][CH2:30][C:10]2([CH2:14][N:13]([C:15]([O:17][CH2:18][C:19]3[CH:24]=[CH:23][CH:22]=[CH:21][CH:20]=3)=[O:16])[CH:12]([C:25]([O:27][CH2:28][CH3:29])=[O:26])[CH2:11]2)[CH2:9][CH2:8]1)(C)C.C(O)(=O)C.CCCC[N+](CCCC)(CCCC)CCCC.[F-].C1C=CN=CC=1.F.C([O-])(O)=O.[Na+].C(=O)([O-])[O-].[K+].[K+]. The catalyst is C1COCC1. The product is [OH:6][CH:7]1[CH2:8][CH2:9][C:10]2([CH2:14][N:13]([C:15]([O:17][CH2:18][C:19]3[CH:24]=[CH:23][CH:22]=[CH:21][CH:20]=3)=[O:16])[CH:12]([C:25]([O:27][CH2:28][CH3:29])=[O:26])[CH2:11]2)[CH2:30][CH2:31]1. The yield is 1.00. (2) The reactants are [CH3:1]/[C:2](=[CH:6]\[C:7]1[CH:12]=[CH:11][CH:10]=[CH:9][CH:8]=1)/[C:3]([OH:5])=O.C(Cl)(=O)C(Cl)=O.[N:19]([CH2:22][CH2:23][NH2:24])=[N+:20]=[N-:21].C(N(CC)CC)C. The catalyst is ClCCl. The product is [N:19]([CH2:22][CH2:23][NH:24][C:3](=[O:5])/[C:2](/[CH3:1])=[CH:6]/[C:7]1[CH:12]=[CH:11][CH:10]=[CH:9][CH:8]=1)=[N+:20]=[N-:21]. The yield is 0.960. (3) The reactants are [NH2:1][C:2]1[CH:23]=[CH:22][C:5]([CH2:6][N:7]2[C:15]3[C:10](=[CH:11][CH:12]=[CH:13][CH:14]=3)[C:9]([CH2:16][C:17]([O:19][CH3:20])=[O:18])=[C:8]2[CH3:21])=[CH:4][CH:3]=1.C(N(CC)CC)C.[CH:31]1[C:40]2[C:35](=[CH:36][CH:37]=[CH:38][CH:39]=2)[CH:34]=[CH:33][C:32]=1[C:41](Cl)=[O:42].C(=O)(O)[O-].[Na+]. The product is [CH:31]1[C:40]2[C:35](=[CH:36][CH:37]=[CH:38][CH:39]=2)[CH:34]=[CH:33][C:32]=1[C:41]([NH:1][C:2]1[CH:23]=[CH:22][C:5]([CH2:6][N:7]2[C:15]3[C:10](=[CH:11][CH:12]=[CH:13][CH:14]=3)[C:9]([CH2:16][C:17]([O:19][CH3:20])=[O:18])=[C:8]2[CH3:21])=[CH:4][CH:3]=1)=[O:42]. The catalyst is ClCCl. The yield is 0.384. (4) The reactants are [C:1]1([S:7]([N:10]2[C:18]3[C:13](=[CH:14][C:15]([C:19](O)=[O:20])=[CH:16][CH:17]=3)[CH:12]=[C:11]2[C:22]2[C:27]([F:28])=[CH:26][CH:25]=[CH:24][C:23]=2[F:29])(=[O:9])=[O:8])[CH:6]=[CH:5][CH:4]=[CH:3][CH:2]=1.CCN=C=NCCC[N:38]([CH3:40])C.C(N(CC)CC)C.CN([CH:51]=[O:52])C. The catalyst is CN(C1C=CN=CC=1)C. The product is [CH3:51][O:52][N:38]([CH3:40])[C:19]([C:15]1[CH:14]=[C:13]2[C:18](=[CH:17][CH:16]=1)[N:10]([S:7]([C:1]1[CH:6]=[CH:5][CH:4]=[CH:3][CH:2]=1)(=[O:9])=[O:8])[C:11]([C:22]1[C:27]([F:28])=[CH:26][CH:25]=[CH:24][C:23]=1[F:29])=[CH:12]2)=[O:20]. The yield is 0.790. (5) The reactants are [CH3:1][CH:2]1[S:6](=[O:8])(=[O:7])[O:5][CH2:4][CH2:3]1.[OH-].[NH4+:10].CCO. The catalyst is O1CCCC1. The product is [NH2:10][CH2:4][CH2:3][CH:2]([S:6]([OH:5])(=[O:8])=[O:7])[CH3:1]. The yield is 0.940. (6) The reactants are [OH:1][C:2]1[CH:3]=[C:4]([CH:9]=[C:10]([O:12][CH:13]([CH3:15])[CH3:14])[CH:11]=1)[C:5]([O:7][CH3:8])=[O:6].[Br:16][C:17]1[CH:22]=[CH:21][C:20](B(O)O)=[CH:19][CH:18]=1.C(N(CC)CC)C. The catalyst is C(Cl)Cl.C([O-])(=O)C.[Cu+2].C([O-])(=O)C. The product is [Br:16][C:17]1[CH:22]=[CH:21][C:20]([O:1][C:2]2[CH:3]=[C:4]([CH:9]=[C:10]([O:12][CH:13]([CH3:15])[CH3:14])[CH:11]=2)[C:5]([O:7][CH3:8])=[O:6])=[CH:19][CH:18]=1. The yield is 0.560. (7) The reactants are C([O:3][C:4](=O)[C:5]([OH:23])([C:19]([F:22])([F:21])[F:20])[CH2:6][C:7]([C:10]1[C:18]2[O:17][CH2:16][O:15][C:14]=2[CH:13]=[CH:12][CH:11]=1)([CH3:9])[CH3:8])C.[H-].[Al+3].[Li+].[H-].[H-].[H-].C(=O)(O)[O-].[Na+]. The catalyst is C(OCC)C. The product is [O:15]1[C:14]2[CH:13]=[CH:12][CH:11]=[C:10]([C:7]([CH3:9])([CH3:8])[CH2:6][C:5]([C:19]([F:20])([F:22])[F:21])([OH:23])[CH2:4][OH:3])[C:18]=2[O:17][CH2:16]1. The yield is 0.610.